This data is from Catalyst prediction with 721,799 reactions and 888 catalyst types from USPTO. The task is: Predict which catalyst facilitates the given reaction. (1) Reactant: [CH:1]1([C:7]2[CH:8]=[CH:9][C:10]3[N:11]([C:13]([C:17]4[S:18][C:19]([C:28]([O:30]CC)=[O:29])=[C:20]([C:22]5[CH:27]=[CH:26][CH:25]=[CH:24][CH:23]=5)[N:21]=4)=[C:14]([CH3:16])[N:15]=3)[CH:12]=2)[CH2:6][CH2:5][CH2:4][CH2:3][CH2:2]1.[OH-].[Na+].Cl. Product: [CH:1]1([C:7]2[CH:8]=[CH:9][C:10]3[N:11]([C:13]([C:17]4[S:18][C:19]([C:28]([OH:30])=[O:29])=[C:20]([C:22]5[CH:23]=[CH:24][CH:25]=[CH:26][CH:27]=5)[N:21]=4)=[C:14]([CH3:16])[N:15]=3)[CH:12]=2)[CH2:2][CH2:3][CH2:4][CH2:5][CH2:6]1. The catalyst class is: 36. (2) Product: [C:48]([O:51][CH:15]1[CH:14]([O:50][C:48](=[O:51])[CH3:49])[O:13][CH:12]([O:11][CH:10]2[CH:9]([O:42][C:40](=[O:39])[CH3:41])[CH:8]([O:39][C:40](=[O:42])[CH3:41])[CH:7]([CH2:7][O:6][C:5](=[O:4])[CH3:10])[O:6][CH:5]2[OH:4])[CH:17]([O:13][C:12](=[O:11])[CH3:17])[CH:16]1[O:22][C:23](=[O:25])[NH2:24])(=[O:50])[CH3:49]. The catalyst class is: 39. Reactant: C([O:4][CH:5]1[CH:10]([O:11][CH:12]2[CH:17](OC(=O)C)[CH:16]([O:22][C:23](=[O:25])[NH2:24])[CH:15](OC(=O)C)[CH:14](COC(=O)C)[O:13]2)[CH:9](OC(=O)C)[CH:8]([O:39][C:40](=[O:42])[CH3:41])[CH:7](COC(=O)C)[O:6]1)(=O)C.[C:48]([OH:51])(=[O:50])[CH3:49].NN. (3) Reactant: [C:1]([N:4]1[CH:13]=[CH:12][C:11]2[C:6](=[C:7]([F:15])[CH:8]=[CH:9][C:10]=2[CH3:14])[CH:5]1[C:16]([O:18][CH2:19][CH3:20])=[O:17])(=[O:3])[CH3:2]. Product: [C:1]([N:4]1[CH2:13][CH2:12][C:11]2[C:6](=[C:7]([F:15])[CH:8]=[CH:9][C:10]=2[CH3:14])[CH:5]1[C:16]([O:18][CH2:19][CH3:20])=[O:17])(=[O:3])[CH3:2]. The catalyst class is: 29. (4) Reactant: [Cl:1][C:2]1[C:7]([C:8]2[C:26]([F:27])=[CH:25][C:11]([O:12][CH2:13][CH2:14][CH2:15][N:16](C)[C:17](=O)OC(C)(C)C)=[CH:10][C:9]=2[F:28])=[C:6]([CH:29]2[CH2:35][CH2:34][CH2:33][CH2:32][CH2:31][CH2:30]2)[N:5]2[N:36]=[CH:37][N:38]=[C:4]2[N:3]=1.[F:39][C:40]([F:45])([F:44])[C:41]([OH:43])=[O:42]. Product: [Cl:1][C:2]1[C:7]([C:8]2[C:26]([F:27])=[CH:25][C:11]([O:12][CH2:13][CH2:14][CH2:15][NH:16][CH3:17])=[CH:10][C:9]=2[F:28])=[C:6]([CH:29]2[CH2:30][CH2:31][CH2:32][CH2:33][CH2:34][CH2:35]2)[N:5]2[N:36]=[CH:37][N:38]=[C:4]2[N:3]=1.[F:39][C:40]([F:45])([F:44])[C:41]([OH:43])=[O:42]. The catalyst class is: 2.